From a dataset of NCI-60 drug combinations with 297,098 pairs across 59 cell lines. Regression. Given two drug SMILES strings and cell line genomic features, predict the synergy score measuring deviation from expected non-interaction effect. (1) Drug 1: C1=NC2=C(N1)C(=S)N=C(N2)N. Drug 2: C1=NC2=C(N1)C(=S)N=CN2. Cell line: MDA-MB-435. Synergy scores: CSS=23.0, Synergy_ZIP=-14.1, Synergy_Bliss=-14.5, Synergy_Loewe=-21.0, Synergy_HSA=-12.4. (2) Cell line: SR. Drug 1: C1C(C(OC1N2C=NC3=C(N=C(N=C32)Cl)N)CO)O. Drug 2: CN1C2=C(C=C(C=C2)N(CCCl)CCCl)N=C1CCCC(=O)O.Cl. Synergy scores: CSS=29.6, Synergy_ZIP=-2.02, Synergy_Bliss=0.258, Synergy_Loewe=-37.9, Synergy_HSA=-0.0180. (3) Drug 1: CC(C)(C#N)C1=CC(=CC(=C1)CN2C=NC=N2)C(C)(C)C#N. Drug 2: B(C(CC(C)C)NC(=O)C(CC1=CC=CC=C1)NC(=O)C2=NC=CN=C2)(O)O. Cell line: A498. Synergy scores: CSS=38.0, Synergy_ZIP=0.351, Synergy_Bliss=1.03, Synergy_Loewe=0.907, Synergy_HSA=0.719. (4) Drug 1: CCC(=C(C1=CC=CC=C1)C2=CC=C(C=C2)OCCN(C)C)C3=CC=CC=C3.C(C(=O)O)C(CC(=O)O)(C(=O)O)O. Drug 2: C1=CC=C(C=C1)NC(=O)CCCCCCC(=O)NO. Cell line: IGROV1. Synergy scores: CSS=16.6, Synergy_ZIP=1.92, Synergy_Bliss=4.78, Synergy_Loewe=0.159, Synergy_HSA=4.07. (5) Drug 1: C1CN1C2=NC(=NC(=N2)N3CC3)N4CC4. Drug 2: C1=CC(=C2C(=C1NCCNCCO)C(=O)C3=C(C=CC(=C3C2=O)O)O)NCCNCCO. Cell line: SN12C. Synergy scores: CSS=63.5, Synergy_ZIP=0.197, Synergy_Bliss=-0.775, Synergy_Loewe=4.19, Synergy_HSA=6.74. (6) Drug 2: CCC1(C2=C(COC1=O)C(=O)N3CC4=CC5=C(C=CC(=C5CN(C)C)O)N=C4C3=C2)O.Cl. Drug 1: CC1C(C(CC(O1)OC2CC(CC3=C2C(=C4C(=C3O)C(=O)C5=C(C4=O)C(=CC=C5)OC)O)(C(=O)CO)O)N)O.Cl. Synergy scores: CSS=43.1, Synergy_ZIP=3.21, Synergy_Bliss=1.53, Synergy_Loewe=-22.3, Synergy_HSA=1.90. Cell line: U251. (7) Drug 1: C1CCN(CC1)CCOC2=CC=C(C=C2)C(=O)C3=C(SC4=C3C=CC(=C4)O)C5=CC=C(C=C5)O. Drug 2: N.N.Cl[Pt+2]Cl. Cell line: UO-31. Synergy scores: CSS=3.46, Synergy_ZIP=3.13, Synergy_Bliss=-1.08, Synergy_Loewe=-0.385, Synergy_HSA=-0.0575.